Dataset: Forward reaction prediction with 1.9M reactions from USPTO patents (1976-2016). Task: Predict the product of the given reaction. Given the reactants C(N(CC)C(C)C)(C)C.CN(C(ON1N=NC2C=CC=NC1=2)=[N+](C)C)C.F[P-](F)(F)(F)(F)F.[C:34]([O:38][C:39](=[O:47])[C:40]1[CH:45]=[CH:44][C:43]([NH2:46])=[CH:42][CH:41]=1)([CH3:37])([CH3:36])[CH3:35].[Cl:48][C:49]1[C:50]([C:56](O)=[O:57])=[N:51][CH:52]=[C:53]([Cl:55])[CH:54]=1, predict the reaction product. The product is: [Cl:48][C:49]1[C:50]([C:56]([NH:46][C:43]2[CH:42]=[CH:41][C:40]([C:39]([O:38][C:34]([CH3:37])([CH3:35])[CH3:36])=[O:47])=[CH:45][CH:44]=2)=[O:57])=[N:51][CH:52]=[C:53]([Cl:55])[CH:54]=1.